This data is from Reaction yield outcomes from USPTO patents with 853,638 reactions. The task is: Predict the reaction yield, written as a fraction of the theoretical maximum amount of product (1.0 means a 100% yield; for example, 0.34 means a 34% yield). (1) The yield is 0.370. The reactants are [C:1]([C:3]1[C:11]2[C:6](=[CH:7][C:8]([C:12]([O:14]C)=[O:13])=[CH:9][CH:10]=2)[NH:5][N:4]=1)#[N:2].[OH-].[Li+]. The catalyst is CO.O1CCCC1. The product is [C:1]([C:3]1[C:11]2[C:6](=[CH:7][C:8]([C:12]([OH:14])=[O:13])=[CH:9][CH:10]=2)[NH:5][N:4]=1)#[N:2]. (2) The reactants are C(=O)([O-])[O-].[K+].[K+].O.[Br:8][C:9]1[CH:14]=[C:13]([Br:15])[N:12]=[C:11]([Cl:16])[C:10]=1[OH:17].Cl[C:19]([F:29])([F:28])C(C1C=CC=CC=1)=O. The catalyst is CC#N. The product is [Br:8][C:9]1[CH:14]=[C:13]([Br:15])[N:12]=[C:11]([Cl:16])[C:10]=1[O:17][CH:19]([F:29])[F:28]. The yield is 0.770. (3) The reactants are [OH-].[Na+].Cl.[CH3:4][S:5]([N:8]1[C:21]2[C:16](=[CH:17][CH:18]=[CH:19][CH:20]=2)[C:10]2([CH2:15][CH2:14][NH:13][CH2:12][CH2:11]2)[CH2:9]1)(=[O:7])=[O:6].[S:22]1[C:26]2[CH:27]=[CH:28][CH:29]=[CH:30][C:25]=2[N:24]=[C:23]1[NH:31][C:32](=O)[O:33]C1C=CC=CC=1. The catalyst is CS(C)=O.O. The product is [S:22]1[C:26]2[CH:27]=[CH:28][CH:29]=[CH:30][C:25]=2[N:24]=[C:23]1[NH:31][C:32]([N:13]1[CH2:12][CH2:11][C:10]2([C:16]3[C:21](=[CH:20][CH:19]=[CH:18][CH:17]=3)[N:8]([S:5]([CH3:4])(=[O:6])=[O:7])[CH2:9]2)[CH2:15][CH2:14]1)=[O:33]. The yield is 0.850. (4) The reactants are [OH:1][C:2]1[CH:3]=[C:4]([C:12]([O:14][CH3:15])=[O:13])[CH:5]=[C:6]([CH:11]=1)[C:7]([O:9][CH3:10])=[O:8].F[C:17]1[CH:22]=[CH:21][C:20]([N+:23]([O-:25])=[O:24])=[CH:19][CH:18]=1.CN(C)C=O.C1(C)C=CC=CC=1. The catalyst is O. The product is [N+:23]([C:20]1[CH:21]=[CH:22][C:17]([O:1][C:2]2[CH:11]=[C:6]([C:7]([O:9][CH3:10])=[O:8])[CH:5]=[C:4]([CH:3]=2)[C:12]([O:14][CH3:15])=[O:13])=[CH:18][CH:19]=1)([O-:25])=[O:24]. The yield is 0.680. (5) The reactants are [H-].[Na+].Cl[C:4]1[N:9]=[C:8]([NH2:10])[CH:7]=[CH:6][CH:5]=1.[CH3:11][C:12]1([CH3:19])[O:16][CH:15]([CH2:17][OH:18])[CH2:14][O:13]1. The catalyst is O1CCOCC1. The product is [CH3:11][C:12]1([CH3:19])[O:16][CH:15]([CH2:17][O:18][C:4]2[N:9]=[C:8]([NH2:10])[CH:7]=[CH:6][CH:5]=2)[CH2:14][O:13]1. The yield is 0.374. (6) The product is [NH2:35][C@@H:36]1[CH2:41][CH2:40][CH2:39][N:38]([C:2]2[N:7]([CH2:8][C:9]3[CH:16]=[CH:15][CH:14]=[CH:13][C:10]=3[C:11]#[N:12])[C:6](=[O:17])[N:5]([CH2:28][C:27]3[CH:30]=[CH:31][CH:32]=[C:25]([C:23]#[N:24])[CH:26]=3)[C:4](=[O:18])[CH:3]=2)[CH2:37]1. The catalyst is COCCOC.CN(C=O)C. The reactants are Cl[C:2]1[N:7]([CH2:8][C:9]2[CH:16]=[CH:15][CH:14]=[CH:13][C:10]=2[C:11]#[N:12])[C:6](=[O:17])[NH:5][C:4](=[O:18])[CH:3]=1.[H-].[Na+].[Li+].[Br-].[C:23]([C:25]1[CH:26]=[C:27]([CH:30]=[CH:31][CH:32]=1)[CH2:28]Br)#[N:24].Cl.Cl.[NH2:35][C@@H:36]1[CH2:41][CH2:40][CH2:39][NH:38][CH2:37]1.C(=O)(O)[O-].[Na+]. The yield is 0.840. (7) The reactants are [S:1]([O:8]S(C(F)(F)F)(=O)=O)([C:4]([F:7])([F:6])[F:5])(=[O:3])=[O:2].[CH2:16]([C:23]1[CH:24]=[C:25]([C:30]2[CH:35]=[CH:34][C:33]([CH2:36][CH2:37][C:38]#[N:39])=[CH:32][C:31]=2[CH2:40][CH:41]([CH3:43])[CH3:42])[CH:26]=[CH:27][C:28]=1O)[C:17]1[CH:22]=[CH:21][CH:20]=[CH:19][CH:18]=1.O. The catalyst is N1C=CC=CC=1. The product is [CH2:16]([C:23]1[CH:24]=[C:25]([C:30]2[CH:35]=[CH:34][C:33]([CH2:36][CH2:37][C:38]#[N:39])=[CH:32][C:31]=2[CH2:40][CH:41]([CH3:43])[CH3:42])[CH:26]=[CH:27][C:28]=1[O:8][S:1]([C:4]([F:7])([F:6])[F:5])(=[O:3])=[O:2])[C:17]1[CH:18]=[CH:19][CH:20]=[CH:21][CH:22]=1. The yield is 0.850.